From a dataset of Experimentally validated miRNA-target interactions with 360,000+ pairs, plus equal number of negative samples. Binary Classification. Given a miRNA mature sequence and a target amino acid sequence, predict their likelihood of interaction. (1) The miRNA is dre-miR-10b-5p with sequence UACCCUGUAGAACCGAAUUUGUG. The protein sequence of the target gene is MTSPCSPPLKPPISPPKTPVPQASSIPSPPLPPSPLDFSALPSPPWSQQTPVPPPLPLPPPPAATGPAPRHVFGLEKSQLLKEAFDKAGPVPKGREDVKRLLKLHKDRFRGDLRWILFCADLPSLIQEGPQCGLVALWMAGTLLSPPSGVPLERLIRVATERGYTAQGEMFSVADMGRLAQEVLGCQAKLLSGGLGGPNRDLVLQHLVTGHPLLIPYDEDFNHEPCQRKGHKAHWAVSAGVLLGVRAVPSLGYTEDPELPGLFHPVLGTPCQPPSLPEEGSPGAVYLLSKQGKSWHYQLW.... Result: 0 (no interaction). (2) The miRNA is hsa-miR-3147 with sequence GGUUGGGCAGUGAGGAGGGUGUGA. The protein sequence of the target gene is MRPRSALPRLLLPLLLLPAAGPAQFHGEKGISIPDHGFCQPISIPLCTDIAYNQTIMPNLLGHTNQEDAGLEVHQFYPLVKVQCSPELRFFLCSMYAPVCTVLEQAIPPCRSICERARQGCEALMNKFGFQWPERLRCEHFPRHGAEQICVGQNHSEDGAPALLTTAPPPGLQPGAGGTPGGPGGGGAPPRYATLEHPFHCPRVLKVPSYLSYKFLGERDCAAPCEPARPDGSMFFSQEETRFARLWILTWSVLCCASTFFTVTTYLVDMQRFRYPERPIIFLSGCYTMVSVAYIAGFVL.... Result: 1 (interaction). (3) The miRNA is hsa-miR-335-5p with sequence UCAAGAGCAAUAACGAAAAAUGU. The protein sequence of the target gene is MDTSDLFASCRKGDVGRVRYLLEQRDVEVNVRDKWDSTPLYYACLCGHEELVLYLLANGARCEANTFDGERCLYGALSDPIRRALRDYKQVTASCRRRDYYDDFLQRLLEQGIHSDVVFVVHGKPFRVHRCVLGARSAYFANMLDTKWKGKSVVVLRHPLINPVAFGALLQYLYTGRLDIGVEHVSDCERLAKQCQLWDLLSDLEAKCEKVSEFVASKPGTCVKVLTIEPPPADPRLREDMALLADCALPPELRGDLWELPFPCPDGFNSCPDICFRVAGCSFLCHKAFFCGRSDYFRAL.... Result: 1 (interaction).